From a dataset of Forward reaction prediction with 1.9M reactions from USPTO patents (1976-2016). Predict the product of the given reaction. (1) Given the reactants [CH2:1]([O:3][C:4](=[O:17])[CH:5]([C:9]([C:11]1[CH:16]=[CH:15][N:14]=[CH:13][CH:12]=1)=O)[C:6](=O)[CH3:7])[CH3:2].Cl.[NH2:19][NH2:20].Cl.C([O-])(O)=O.[Na+], predict the reaction product. The product is: [CH2:1]([O:3][C:4]([C:5]1[C:9]([C:11]2[CH:16]=[CH:15][N:14]=[CH:13][CH:12]=2)=[N:19][NH:20][C:6]=1[CH3:7])=[O:17])[CH3:2]. (2) Given the reactants C([O:8][C:9]1[C:10]([F:29])=[CH:11][C:12]([S:19]([C:22]2[CH:27]=[CH:26][C:25]([CH3:28])=[CH:24][CH:23]=2)(=[O:21])=[O:20])=[C:13]2[C:18]=1[N:17]=[CH:16][CH:15]=[CH:14]2)C1C=CC=CC=1.Br.[OH-].[Na+], predict the reaction product. The product is: [F:29][C:10]1[C:9]([OH:8])=[C:18]2[C:13]([CH:14]=[CH:15][CH:16]=[N:17]2)=[C:12]([S:19]([C:22]2[CH:27]=[CH:26][C:25]([CH3:28])=[CH:24][CH:23]=2)(=[O:21])=[O:20])[CH:11]=1. (3) Given the reactants C(OC(=O)[NH:7][C:8]1[CH:13]=[C:12]([N:14]([CH3:16])[CH3:15])[C:11]([Cl:17])=[CH:10][C:9]=1[NH:18][C:19](=[O:35])[CH2:20][C:21]([C:23]1[CH:28]=[CH:27][CH:26]=[C:25]([C:29]2[N:30]([CH3:34])[N:31]=[CH:32][CH:33]=2)[CH:24]=1)=O)(C)(C)C.C(O)(C(F)(F)F)=O, predict the reaction product. The product is: [Cl:17][C:11]1[C:12]([N:14]([CH3:16])[CH3:15])=[CH:13][C:8]2[N:7]=[C:21]([C:23]3[CH:28]=[CH:27][CH:26]=[C:25]([C:29]4[N:30]([CH3:34])[N:31]=[CH:32][CH:33]=4)[CH:24]=3)[CH2:20][C:19](=[O:35])[NH:18][C:9]=2[CH:10]=1. (4) Given the reactants [OH:1][C@@H:2]1[CH2:6][CH2:5][N:4]([C:7]([O:9][C:10]([CH3:13])([CH3:12])[CH3:11])=[O:8])[CH2:3]1.[CH3:14][S:15](Cl)(=[O:17])=[O:16], predict the reaction product. The product is: [CH3:14][S:15]([O:1][C@@H:2]1[CH2:6][CH2:5][N:4]([C:7]([O:9][C:10]([CH3:13])([CH3:12])[CH3:11])=[O:8])[CH2:3]1)(=[O:17])=[O:16]. (5) Given the reactants [CH3:1][O:2][C:3]1[CH:4]=[C:5]([C:11]2[CH:16]=[CH:15][CH:14]=[CH:13][CH:12]=2)[CH:6]=[CH:7][C:8]=1[CH2:9]O.CS([Cl:21])(=O)=O.C(N(CC)CC)C, predict the reaction product. The product is: [CH3:1][O:2][C:3]1[CH:4]=[C:5]([C:11]2[CH:16]=[CH:15][CH:14]=[CH:13][CH:12]=2)[CH:6]=[CH:7][C:8]=1[CH2:9][Cl:21]. (6) Given the reactants C([O:8][C:9]1[C:14]([F:15])=[CH:13][CH:12]=[C:11]([F:16])[N:10]=1)C1C=CC=CC=1, predict the reaction product. The product is: [F:15][C:14]1[C:9]([OH:8])=[N:10][C:11]([F:16])=[CH:12][CH:13]=1. (7) Given the reactants [CH3:1][O:2][CH2:3][C@H:4]1[CH2:9][CH2:8][C@H:7]([O:10][C:11]2[CH:18]=[CH:17][CH:16]=[C:15]([N+:19]([O-])=O)[C:12]=2[C:13]#[N:14])[CH2:6][CH2:5]1, predict the reaction product. The product is: [NH2:19][C:15]1[CH:16]=[CH:17][CH:18]=[C:11]([O:10][C@H:7]2[CH2:8][CH2:9][C@H:4]([CH2:3][O:2][CH3:1])[CH2:5][CH2:6]2)[C:12]=1[C:13]#[N:14]. (8) Given the reactants [C:1]([O:5][C:6]([N:8]1[CH2:13][CH2:12][C:11]2[N:14]([CH3:18])[C:15](Br)=[CH:16][C:10]=2[C:9]1=[O:19])=[O:7])([CH3:4])([CH3:3])[CH3:2].[Cl:20][C:21]1[CH:26]=[C:25](B(O)O)[CH:24]=[CH:23][N:22]=1.C([O-])([O-])=O.[Na+].[Na+], predict the reaction product. The product is: [C:1]([O:5][C:6]([N:8]1[CH2:13][CH2:12][C:11]2[N:14]([CH3:18])[C:15]([C:25]3[CH:24]=[CH:23][N:22]=[C:21]([Cl:20])[CH:26]=3)=[CH:16][C:10]=2[C:9]1=[O:19])=[O:7])([CH3:4])([CH3:3])[CH3:2]. (9) Given the reactants [Br:1][C:2]1[C:3](F)=[C:4]2[C:10]([NH:11][C:12](=[O:20])[C:13]3[C:18]([CH3:19])=[CH:17][CH:16]=[CH:15][N:14]=3)=[CH:9][NH:8][C:5]2=[N:6][CH:7]=1.[NH:22]1[CH2:27][CH2:26][CH2:25][C@@H:24]([NH:28][C:29](=[O:35])[O:30][C:31]([CH3:34])([CH3:33])[CH3:32])[CH2:23]1, predict the reaction product. The product is: [Br:1][C:2]1[C:3]([N:22]2[CH2:27][CH2:26][CH2:25][C@@H:24]([NH:28][C:29](=[O:35])[O:30][C:31]([CH3:33])([CH3:32])[CH3:34])[CH2:23]2)=[C:4]2[C:10]([NH:11][C:12](=[O:20])[C:13]3[C:18]([CH3:19])=[CH:17][CH:16]=[CH:15][N:14]=3)=[CH:9][NH:8][C:5]2=[N:6][CH:7]=1.